From a dataset of Catalyst prediction with 721,799 reactions and 888 catalyst types from USPTO. Predict which catalyst facilitates the given reaction. Reactant: [NH2:1][C:2]1[CH:18]=[C:17]([O:19][CH3:20])[CH:16]=[CH:15][C:3]=1[C:4]([NH:6][C:7]1[CH:12]=[CH:11][CH:10]=[C:9]([Br:13])[C:8]=1[CH3:14])=[O:5].Cl[C:22](Cl)([O:24]C(=O)OC(Cl)(Cl)Cl)Cl.C([O-])(O)=O.[Na+]. Product: [Br:13][C:9]1[C:8]([CH3:14])=[C:7]([N:6]2[C:4](=[O:5])[C:3]3[C:2](=[CH:18][C:17]([O:19][CH3:20])=[CH:16][CH:15]=3)[NH:1][C:22]2=[O:24])[CH:12]=[CH:11][CH:10]=1. The catalyst class is: 1.